Task: Regression. Given a peptide amino acid sequence and an MHC pseudo amino acid sequence, predict their binding affinity value. This is MHC class II binding data.. Dataset: Peptide-MHC class II binding affinity with 134,281 pairs from IEDB (1) The peptide sequence is VTMNDVKIEYSGTNN. The MHC is DRB5_0101 with pseudo-sequence DRB5_0101. The binding affinity (normalized) is 0.384. (2) The peptide sequence is GAMAKKGQEDKLRKA. The MHC is DRB3_0202 with pseudo-sequence DRB3_0202. The binding affinity (normalized) is 0. (3) The peptide sequence is ATVATAPEVKYTVFE. The MHC is HLA-DQA10401-DQB10402 with pseudo-sequence HLA-DQA10401-DQB10402. The binding affinity (normalized) is 0.236. (4) The peptide sequence is AQNGVRAMSSLGSSL. The MHC is HLA-DPA10201-DPB10501 with pseudo-sequence HLA-DPA10201-DPB10501. The binding affinity (normalized) is 0.234. (5) The peptide sequence is RWLLLNVTSEDLGKT. The MHC is DRB1_1101 with pseudo-sequence DRB1_1101. The binding affinity (normalized) is 0.573.